From a dataset of NCI-60 drug combinations with 297,098 pairs across 59 cell lines. Regression. Given two drug SMILES strings and cell line genomic features, predict the synergy score measuring deviation from expected non-interaction effect. (1) Drug 1: CC1OCC2C(O1)C(C(C(O2)OC3C4COC(=O)C4C(C5=CC6=C(C=C35)OCO6)C7=CC(=C(C(=C7)OC)O)OC)O)O. Drug 2: C1C(C(OC1N2C=NC3=C2NC=NCC3O)CO)O. Cell line: UACC62. Synergy scores: CSS=26.0, Synergy_ZIP=-9.54, Synergy_Bliss=-4.86, Synergy_Loewe=-28.6, Synergy_HSA=-4.51. (2) Drug 1: CC1OCC2C(O1)C(C(C(O2)OC3C4COC(=O)C4C(C5=CC6=C(C=C35)OCO6)C7=CC(=C(C(=C7)OC)O)OC)O)O. Drug 2: CN(CC1=CN=C2C(=N1)C(=NC(=N2)N)N)C3=CC=C(C=C3)C(=O)NC(CCC(=O)O)C(=O)O. Cell line: CAKI-1. Synergy scores: CSS=45.3, Synergy_ZIP=-5.54, Synergy_Bliss=-6.93, Synergy_Loewe=-2.51, Synergy_HSA=-2.03.